Dataset: Full USPTO retrosynthesis dataset with 1.9M reactions from patents (1976-2016). Task: Predict the reactants needed to synthesize the given product. (1) Given the product [Cl:25][CH2:11][C:10]1[C:5]([CH2:4][CH2:3][O:2][CH3:1])=[N:6][C:7]([C:13]2[CH:14]=[N:15][C:16]([C:19]([F:22])([F:21])[F:20])=[CH:17][CH:18]=2)=[N:8][CH:9]=1, predict the reactants needed to synthesize it. The reactants are: [CH3:1][O:2][CH2:3][CH2:4][C:5]1[C:10]([CH2:11]O)=[CH:9][N:8]=[C:7]([C:13]2[CH:14]=[N:15][C:16]([C:19]([F:22])([F:21])[F:20])=[CH:17][CH:18]=2)[N:6]=1.S(Cl)([Cl:25])=O. (2) Given the product [N:1]1[C:10]2[C:5](=[CH:6][CH:7]=[CH:8][CH:9]=2)[CH:4]=[CH:3][C:2]=1[CH2:11][O:12][C:13]1[CH:14]=[CH:15][C:16]([CH2:19][C:20]([OH:22])=[O:21])=[CH:17][CH:18]=1, predict the reactants needed to synthesize it. The reactants are: [N:1]1[C:10]2[C:5](=[CH:6][CH:7]=[CH:8][CH:9]=2)[CH:4]=[CH:3][C:2]=1[CH2:11][O:12][C:13]1[CH:18]=[CH:17][C:16]([CH2:19][C:20]([O:22]CC)=[O:21])=[CH:15][CH:14]=1.C1COCC1.O[Li].O.Cl. (3) The reactants are: [CH2:1]([N:3]1[C:7]([C:8]2[S:16][C:15]3[C:10](=[N:11][CH:12]=[CH:13][C:14]=3[O:17][C:18]3[CH:23]=[CH:22][C:21]([N+:24]([O-])=O)=[CH:20][C:19]=3[F:27])[CH:9]=2)=[CH:6][N:5]=[CH:4]1)[CH3:2].[BH4-].[Na+]. Given the product [CH2:1]([N:3]1[C:7]([C:8]2[S:16][C:15]3[C:10](=[N:11][CH:12]=[CH:13][C:14]=3[O:17][C:18]3[CH:23]=[CH:22][C:21]([NH2:24])=[CH:20][C:19]=3[F:27])[CH:9]=2)=[CH:6][N:5]=[CH:4]1)[CH3:2], predict the reactants needed to synthesize it. (4) The reactants are: [Cl:1][C:2]1[CH:3]=[C:4]([C:8]2[N:9]=[C:10]([NH:18][C:19]3[CH:24]=[CH:23][C:22]([CH2:25][C:26]#[N:27])=[CH:21][CH:20]=3)[C:11]3[S:17][CH2:16][CH2:15][CH2:14][C:12]=3[N:13]=2)[CH:5]=[CH:6][CH:7]=1.[N:28]([Si](C)(C)C)=[N+:29]=[N-:30].O.[F-].C([N+](CCCC)(CCCC)CCCC)CCC. Given the product [Cl:1][C:2]1[CH:3]=[C:4]([C:8]2[N:9]=[C:10]([NH:18][C:19]3[CH:24]=[CH:23][C:22]([CH2:25][C:26]4[N:28]=[N:29][NH:30][N:27]=4)=[CH:21][CH:20]=3)[C:11]3[S:17][CH2:16][CH2:15][CH2:14][C:12]=3[N:13]=2)[CH:5]=[CH:6][CH:7]=1.[ClH:1], predict the reactants needed to synthesize it. (5) Given the product [CH2:16]([O:18][C:19](=[O:24])/[CH:20]=[C:21](/[O:15][C:9]1[CH:10]=[CH:11][C:12]([Cl:14])=[CH:13][C:8]=1[Cl:7])\[CH3:22])[CH3:17], predict the reactants needed to synthesize it. The reactants are: CC(C)([O-])C.[K+].[Cl:7][C:8]1[CH:13]=[C:12]([Cl:14])[CH:11]=[CH:10][C:9]=1[OH:15].[CH2:16]([O:18][C:19](=[O:24])[CH:20]=[C:21](Cl)[CH3:22])[CH3:17]. (6) Given the product [CH2:1]([O:8][C:9](=[O:34])[C@H:10]([NH:26][C:27]([O:29][C:30]([CH3:32])([CH3:31])[CH3:33])=[O:28])[CH2:11][C:12]1[C:20]2[C:15](=[CH:16][CH:17]=[CH:18][CH:19]=2)[N:14]([CH2:39][C:38]2[CH:41]=[CH:42][C:43]([F:44])=[C:36]([F:35])[CH:37]=2)[CH:13]=1)[C:2]1[CH:7]=[CH:6][CH:5]=[CH:4][CH:3]=1, predict the reactants needed to synthesize it. The reactants are: [CH2:1]([O:8][C:9](=[O:34])[C@H:10]([NH:26][C:27]([O:29][C:30]([CH3:33])([CH3:32])[CH3:31])=[O:28])[CH2:11][C:12]1[C:20]2[C:15](=[CH:16][CH:17]=[CH:18][CH:19]=2)[N:14](CCCCC)[CH:13]=1)[C:2]1[CH:7]=[CH:6][CH:5]=[CH:4][CH:3]=1.[F:35][C:36]1[CH:37]=[C:38]([CH:41]=[CH:42][C:43]=1[F:44])[CH2:39]Br.C(=O)([O-])[O-].[Cs+].[Cs+]. (7) Given the product [N:27]1[CH:28]=[CH:29][CH:30]=[CH:31][C:26]=1[CH2:25][O:24][C:2]1[N:7]=[C:6]([NH:8][CH2:9][C:10]2[CH:15]=[CH:14][C:13]([O:16][CH3:17])=[C:12]([Cl:18])[CH:11]=2)[C:5]([C:19]([O:21][CH2:22][CH3:23])=[O:20])=[CH:4][N:3]=1, predict the reactants needed to synthesize it. The reactants are: Cl[C:2]1[N:7]=[C:6]([NH:8][CH2:9][C:10]2[CH:15]=[CH:14][C:13]([O:16][CH3:17])=[C:12]([Cl:18])[CH:11]=2)[C:5]([C:19]([O:21][CH2:22][CH3:23])=[O:20])=[CH:4][N:3]=1.[OH:24][CH2:25][C:26]1[CH:31]=[CH:30][CH:29]=[CH:28][N:27]=1.CC(C)([O-])C.[K+]. (8) Given the product [CH3:22][O:21][N:23]=[CH:14][C:11]1[CH:12]=[CH:13][C:8]([C:6]2[CH:7]=[C:2]([F:1])[CH:3]=[CH:4][C:5]=2[O:18][CH3:19])=[C:9]([O:16][CH3:17])[CH:10]=1, predict the reactants needed to synthesize it. The reactants are: [F:1][C:2]1[CH:3]=[CH:4][C:5]([O:18][CH3:19])=[C:6]([C:8]2[CH:13]=[CH:12][C:11]([CH:14]=O)=[CH:10][C:9]=2[O:16][CH3:17])[CH:7]=1.Cl.[O:21]([NH2:23])[CH3:22].